This data is from Forward reaction prediction with 1.9M reactions from USPTO patents (1976-2016). The task is: Predict the product of the given reaction. (1) Given the reactants [CH:1]1[C:10]2[C:5](=[CH:6][CH:7]=[CH:8][CH:9]=2)[CH:4]=[CH:3][C:2]=1[CH2:11][N:12]1[C:20]2[C:19](=[O:21])[NH:18][C:17]([NH2:22])=[N:16][C:15]=2[N:14]=[CH:13]1.[H-].[Na+].[CH:25]1[C:34]2[C:29](=[CH:30][CH:31]=[CH:32][CH:33]=2)[CH:28]=[CH:27][C:26]=1[CH2:35]Br, predict the reaction product. The product is: [NH2:22][C:17]1[N:16]([CH2:35][C:26]2[CH:27]=[CH:28][C:29]3[C:34](=[CH:33][CH:32]=[CH:31][CH:30]=3)[CH:25]=2)[C:15]2[N:14]=[CH:13][N:12]([CH2:11][C:2]3[CH:3]=[CH:4][C:5]4[C:10](=[CH:9][CH:8]=[CH:7][CH:6]=4)[CH:1]=3)[C:20]=2[C:19](=[O:21])[N:18]=1. (2) Given the reactants [C:1]([O:5][C:6](=[O:17])[NH:7][CH2:8][C:9]1[CH:14]=[CH:13][C:12]([CH:15]=[O:16])=[CH:11][CH:10]=1)([CH3:4])([CH3:3])[CH3:2].[P:18]([O-:25])([O:22][CH2:23][CH3:24])[O:19][CH2:20][CH3:21].C(N(CC)CC)C, predict the reaction product. The product is: [CH2:20]([O:19][P:18]([CH:15]([C:12]1[CH:11]=[CH:10][C:9]([CH2:8][NH:7][C:6]([O:5][C:1]([CH3:4])([CH3:2])[CH3:3])=[O:17])=[CH:14][CH:13]=1)[OH:16])(=[O:25])[O:22][CH2:23][CH3:24])[CH3:21].